Dataset: HIV replication inhibition screening data with 41,000+ compounds from the AIDS Antiviral Screen. Task: Binary Classification. Given a drug SMILES string, predict its activity (active/inactive) in a high-throughput screening assay against a specified biological target. The result is 0 (inactive). The molecule is O=C1CC(CC(O)C(O)CO)CC(=O)N1.